This data is from Full USPTO retrosynthesis dataset with 1.9M reactions from patents (1976-2016). The task is: Predict the reactants needed to synthesize the given product. (1) Given the product [CH2:16]([O:18][C:19](=[O:31])[CH2:20][O:21][C:22]([NH:15][CH2:14][CH2:13][C:10]1[CH:11]=[N:12][C:7]([C:1]2[CH:6]=[CH:5][CH:4]=[CH:3][CH:2]=2)=[CH:8][CH:9]=1)=[O:23])[CH3:17], predict the reactants needed to synthesize it. The reactants are: [C:1]1([C:7]2[N:12]=[CH:11][C:10]([CH2:13][CH2:14][NH2:15])=[CH:9][CH:8]=2)[CH:6]=[CH:5][CH:4]=[CH:3][CH:2]=1.[CH2:16]([O:18][C:19](=[O:31])[CH2:20][O:21][C:22](OC1C=CC=CC=1)=[O:23])[CH3:17]. (2) Given the product [CH2:16]([N:1]1[CH2:6][CH2:5][O:4][CH2:3][CH2:2]1)[C:15]#[CH:14], predict the reactants needed to synthesize it. The reactants are: [NH:1]1[CH2:6][CH2:5][O:4][CH2:3][CH2:2]1.C([O-])([O-])=O.[Cs+].[Cs+].Br[CH2:14][C:15]#[CH:16].